The task is: Predict the reactants needed to synthesize the given product.. This data is from Full USPTO retrosynthesis dataset with 1.9M reactions from patents (1976-2016). (1) Given the product [BrH:15].[BrH:15].[CH2:12]([NH:11][CH:8]1[CH2:9][CH2:10][C:5]2[N:17]=[C:18]([NH2:20])[S:19][C:6]=2[CH2:7]1)[CH2:13][CH3:14], predict the reactants needed to synthesize it. The reactants are: O1[C:5]2([CH2:10][CH2:9][CH:8]([NH:11][CH2:12][CH2:13][CH3:14])[CH2:7][CH2:6]2)OCC1.[Br:15]Br.[NH2:17][C:18]([NH2:20])=[S:19]. (2) The reactants are: [F:1][C:2]([F:23])([F:22])[C:3]1[CH:8]=[C:7]([C:9]2[CH:10]=[CH:11][C:12]3[N:19]4[CH2:20][C@H:15]([CH2:16][CH2:17][CH2:18]4)[NH:14][C:13]=3[N:21]=2)[CH:6]=[CH:5][N:4]=1.C(N(CC)CC)C.[C:31](=[O:42])(OC(Cl)(Cl)Cl)OC(Cl)(Cl)Cl.[N:43]1[CH:48]=[C:47]([NH2:49])[CH:46]=[N:45][CH:44]=1. Given the product [N:43]1[CH:48]=[C:47]([NH:49][C:31]([N:14]2[C@@H:15]3[CH2:20][N:19]([CH2:18][CH2:17][CH2:16]3)[C:12]3[CH:11]=[CH:10][C:9]([C:7]4[CH:6]=[CH:5][N:4]=[C:3]([C:2]([F:1])([F:22])[F:23])[CH:8]=4)=[N:21][C:13]2=3)=[O:42])[CH:46]=[N:45][CH:44]=1, predict the reactants needed to synthesize it. (3) Given the product [CH2:81]([N:43]([CH2:39][CH2:40][CH2:41][CH3:42])[C:44]([C:46]1[N:47]=[C:48]([C:59]2[CH:68]=[CH:67][C:62]([C:63]([OH:65])=[O:64])=[CH:61][C:60]=2[C:69]([N:71]2[CH2:80][CH2:79][C:78]3[C:73](=[CH:74][CH:75]=[CH:76][CH:77]=3)[CH2:72]2)=[O:70])[N:49]([CH2:51][O:52][CH2:53][CH2:54][Si:55]([CH3:58])([CH3:57])[CH3:56])[CH:50]=1)=[O:45])[CH2:82][CH2:83][CH3:84], predict the reactants needed to synthesize it. The reactants are: C(N(CCCC)C(C1N=C(C2C=CC(C(O)=O)=CC=2C(N2CCC3C(=CC=CC=3)C2)=O)N(C)C=1)=O)CCC.[CH2:39]([N:43]([CH2:81][CH2:82][CH2:83][CH3:84])[C:44]([C:46]1[N:47]=[C:48]([C:59]2[CH:68]=[CH:67][C:62]([C:63]([O:65]C)=[O:64])=[CH:61][C:60]=2[C:69]([N:71]2[CH2:80][CH2:79][C:78]3[C:73](=[CH:74][CH:75]=[CH:76][CH:77]=3)[CH2:72]2)=[O:70])[N:49]([CH2:51][O:52][CH2:53][CH2:54][Si:55]([CH3:58])([CH3:57])[CH3:56])[CH:50]=1)=[O:45])[CH2:40][CH2:41][CH3:42]. (4) Given the product [NH:1]1[CH2:6][CH2:5][CH:4]([CH2:7][CH2:8][CH2:9][CH:10]2[CH2:11][CH2:12][N:13]([C:24]3[C:23]4[C:22](=[O:32])[C:21]5[C:30](=[CH:17][CH:18]=[CH:19][CH:20]=5)[C:29](=[O:31])[C:28]=4[CH:27]=[CH:26][CH:25]=3)[CH2:14][CH2:15]2)[CH2:3][CH2:2]1, predict the reactants needed to synthesize it. The reactants are: [NH:1]1[CH2:6][CH2:5][CH:4]([CH2:7][CH2:8][CH2:9][CH:10]2[CH2:15][CH2:14][NH:13][CH2:12][CH2:11]2)[CH2:3][CH2:2]1.Cl[C:17]1[C:30]2[C:29](=[O:31])[C:28]3[C:23](=[CH:24][CH:25]=[CH:26][CH:27]=3)[C:22](=[O:32])[C:21]=2[CH:20]=[CH:19][CH:18]=1.